From a dataset of Forward reaction prediction with 1.9M reactions from USPTO patents (1976-2016). Predict the product of the given reaction. Given the reactants [C:1]([NH:4][C:5]1[CH:10]=[CH:9][NH:8][C:7](=[O:11])[N:6]=1)(=[O:3])[CH3:2].Br[CH2:13][CH2:14][CH2:15][Cl:16].C(=O)([O-])[O-].[K+].[K+], predict the reaction product. The product is: [Cl:16][CH2:15][CH2:14][CH2:13][N:8]1[CH:9]=[CH:10][C:5]([NH:4][C:1](=[O:3])[CH3:2])=[N:6][C:7]1=[O:11].